Dataset: Full USPTO retrosynthesis dataset with 1.9M reactions from patents (1976-2016). Task: Predict the reactants needed to synthesize the given product. (1) Given the product [F:7][C:2]([P:8]([C:11]([F:16])([F:17])[C:12]([F:15])([F:14])[F:13])(=[O:9])[O-:10])([F:1])[C:3]([F:6])([F:5])[F:4].[CH3:18][N:19]([C+:21]([N:24]([CH3:26])[CH3:25])[Cl:22])[CH3:20], predict the reactants needed to synthesize it. The reactants are: [F:1][C:2]([P:8]([C:11]([F:17])([F:16])[C:12]([F:15])([F:14])[F:13])(=[O:10])[OH:9])([F:7])[C:3]([F:6])([F:5])[F:4].[CH3:18][N:19]([C:21]([N:24]([CH3:26])[CH3:25])(Cl)[Cl:22])[CH3:20]. (2) Given the product [C:1]([O:5][C:6]([N:8]1[CH2:9][CH:10]=[C:11]([C:14]2[CH:22]=[C:21]3[C:17]([C:18]([I:23])=[N:19][NH:20]3)=[CH:16][CH:15]=2)[CH2:12][CH2:13]1)=[O:7])([CH3:4])([CH3:2])[CH3:3], predict the reactants needed to synthesize it. The reactants are: [C:1]([O:5][C:6]([N:8]1[CH2:13][CH:12]=[C:11]([C:14]2[CH:22]=[C:21]3[C:17]([CH:18]=[N:19][NH:20]3)=[CH:16][CH:15]=2)[CH2:10][CH2:9]1)=[O:7])([CH3:4])([CH3:3])[CH3:2].[I:23]I.[OH-].[K+].[O-]S([O-])(=S)=O.[Na+].[Na+]. (3) Given the product [Cl:31][C:26]1[CH:27]=[CH:28][CH:29]=[CH:30][C:25]=1[S:22]([OH:24])(=[O:23])=[O:21], predict the reactants needed to synthesize it. The reactants are: N(C(OCC)=O)=NC(OCC)=O.OC1C=C([O:21][S:22]([C:25]2[CH:30]=[CH:29][CH:28]=[CH:27][C:26]=2[Cl:31])(=[O:24])=[O:23])C=C(C)C=1.C1(P(C2C=CC=CC=2)C2C=CC=CC=2)C=CC=CC=1. (4) Given the product [Cl:1][C:2]1[CH:3]=[C:4]([C:5]([OH:7])([CH2:13][CH3:14])[CH2:17][CH3:18])[CH:9]=[CH:10][C:11]=1[OH:12], predict the reactants needed to synthesize it. The reactants are: [Cl:1][C:2]1[CH:3]=[C:4]([CH:9]=[CH:10][C:11]=1[OH:12])[C:5]([O:7]C)=O.[CH2:13]([Mg]Br)[CH3:14].[CH2:17]1COC[CH2:18]1. (5) Given the product [CH2:17]=[C:16]([C:14]1[CH:13]=[CH:12][C:5]2=[C:6]3[C:11](=[C:2]([NH2:1])[N:3]=[C:4]2[CH:15]=1)[N:10]=[CH:9][CH:8]=[CH:7]3)[CH3:18], predict the reactants needed to synthesize it. The reactants are: [NH2:1][C:2]1[C:11]2[N:10]=[CH:9][CH:8]=[CH:7][C:6]=2[C:5]2[CH:12]=[CH:13][C:14]([C:16](O)([CH3:18])[CH3:17])=[CH:15][C:4]=2[N:3]=1.CC1C=CC(S(O)(=O)=O)=CC=1. (6) Given the product [Cl:1][C:2]1[CH:20]=[CH:19][C:5]([CH:6]([O:14][CH:15]2[CH2:18][N:17]([C:22]([NH:21][CH2:27][C:26]3[CH:47]=[CH:48][C:49]([Cl:51])=[CH:50][C:25]=3[Cl:24])=[O:23])[CH2:16]2)[C:7]2[CH:8]=[CH:9][C:10]([Cl:13])=[CH:11][CH:12]=2)=[CH:4][CH:3]=1, predict the reactants needed to synthesize it. The reactants are: [Cl:1][C:2]1[CH:20]=[CH:19][C:5]([CH:6]([O:14][CH:15]2[CH2:18][NH:17][CH2:16]2)[C:7]2[CH:12]=[CH:11][C:10]([Cl:13])=[CH:9][CH:8]=2)=[CH:4][CH:3]=1.[N-:21]=[C:22]=[O:23].[Cl:24][C:25]1[CH:50]=[C:49]([Cl:51])[CH:48]=[CH:47][C:26]=1[CH:27](OC1CN(C(NC(C)(C)C)=O)C1)C1C=CC(Cl)=CC=1. (7) The reactants are: C[O:2][C:3](=[O:33])[CH2:4][C:5]1[CH:10]=[CH:9][C:8]([C:11]2[S:12][C:13]([C:16]3[N:17]([C:25]4[CH:30]=[CH:29][CH:28]=[CH:27][C:26]=4[Cl:31])[N:18]=[C:19]([C:21]([F:24])([F:23])[F:22])[CH:20]=3)=[CH:14][CH:15]=2)=[C:7]([CH3:32])[CH:6]=1.O.[OH-].[Li+].Cl. Given the product [Cl:31][C:26]1[CH:27]=[CH:28][CH:29]=[CH:30][C:25]=1[N:17]1[C:16]([C:13]2[S:12][C:11]([C:8]3[CH:9]=[CH:10][C:5]([CH2:4][C:3]([OH:33])=[O:2])=[CH:6][C:7]=3[CH3:32])=[CH:15][CH:14]=2)=[CH:20][C:19]([C:21]([F:24])([F:22])[F:23])=[N:18]1, predict the reactants needed to synthesize it. (8) Given the product [NH:42]1[C:43]2[CH:48]=[CH:47][CH:46]=[CH:45][C:44]=2[N:49]=[C:12]1[CH:11]([NH:10][C:8](=[O:9])[O:7][C:3]([CH3:6])([CH3:5])[CH3:4])[CH2:15][C:16]1[C:21]([F:22])=[CH:20][C:19]([O:23][CH3:24])=[CH:18][C:17]=1[F:25], predict the reactants needed to synthesize it. The reactants are: N#N.[C:3]([O:7][C:8]([NH:10][CH:11]([CH2:15][C:16]1[C:21]([F:22])=[CH:20][C:19]([O:23][CH3:24])=[CH:18][C:17]=1[F:25])[C:12](O)=O)=[O:9])([CH3:6])([CH3:5])[CH3:4].C(N1CCOCC1)C.CN(C(O[N:42]1N=[N:49][C:44]2[CH:45]=[CH:46][CH:47]=[CH:48][C:43]1=2)=[N+](C)C)C.[B-](F)(F)(F)F.C1(N)C(N)=CC=CC=1.